This data is from Reaction yield outcomes from USPTO patents with 853,638 reactions. The task is: Predict the reaction yield, written as a fraction of the theoretical maximum amount of product (1.0 means a 100% yield; for example, 0.34 means a 34% yield). (1) The reactants are [N+:1]([C:4]1[CH:10]=[CH:9][C:7]([NH2:8])=[CH:6][CH:5]=1)([O-:3])=[O:2].C(N(CC)CC)C.[Cl:18][CH2:19][C:20](Cl)=[O:21].O. The catalyst is O1CCOCC1. The product is [Cl:18][CH2:19][C:20]([NH:8][C:7]1[CH:9]=[CH:10][C:4]([N+:1]([O-:3])=[O:2])=[CH:5][CH:6]=1)=[O:21]. The yield is 0.930. (2) The catalyst is [Cu]I.Cl[Pd](Cl)([P](C1C=CC=CC=1)(C1C=CC=CC=1)C1C=CC=CC=1)[P](C1C=CC=CC=1)(C1C=CC=CC=1)C1C=CC=CC=1.C(N(CC)CC)C. The yield is 0.950. The reactants are FC(F)(F)S(O[C:7]1[CH:8]=[N:9][C:10]([C:13]([F:16])([F:15])[F:14])=[N:11][CH:12]=1)(=O)=O.[CH3:19][Si:20]([C:23]#[CH:24])([CH3:22])[CH3:21].[Al]. The product is [F:14][C:13]([F:16])([F:15])[C:10]1[N:9]=[CH:8][C:7]([C:24]#[C:23][Si:20]([CH3:22])([CH3:21])[CH3:19])=[CH:12][N:11]=1. (3) The reactants are [CH2:1]([NH:3][C:4]([NH2:6])=[O:5])[CH3:2].C[O-].[Na+].[Cl:10][C:11]1[CH:26]=[CH:25][C:14]([CH2:15][CH:16]([C:21]([O:23]C)=O)[C:17]([O:19]C)=O)=[CH:13][CH:12]=1.C(O)(=O)CC(CC(O)=O)(C(O)=O)O. The catalyst is CO. The product is [Cl:10][C:11]1[CH:12]=[CH:13][C:14]([CH2:15][CH:16]2[C:17](=[O:19])[N:3]([CH2:1][CH3:2])[C:4](=[O:5])[NH:6][C:21]2=[O:23])=[CH:25][CH:26]=1. The yield is 0.710. (4) The product is [N:1]1([CH2:24][C:25]2[CH:33]=[CH:32][C:28]([CH:29]=[O:30])=[CH:27][CH:26]=2)[CH2:6][CH2:5][O:4][CH2:3][CH2:2]1. The reactants are [NH:1]1[CH2:6][CH2:5][O:4][CH2:3][CH2:2]1.Cl.N1(CC2C=CC(/C=C/C#[C:24][C:25]3[CH:33]=[CH:32][C:28]([C:29](O)=[O:30])=[CH:27][CH:26]=3)=CC=2)CCOCC1.[BH3-]C#N.[Na+].COC(=O)[C@@H](NC(C1C=CC=CC=1)(C1C=CC=CC=1)C1C=CC=CC=1)[C@H](N)C. The yield is 0.480. The catalyst is ClCCl.CCCCCCCC[N+](CCCCCCCC)(CCCCCCCC)C.[Cl-]. (5) The reactants are [CH3:1][C:2]1[C:6]([CH2:7][N:8]2[CH:12]=[C:11]([N:13]3[C:17](=[O:18])[CH:16]([CH2:19][C:20](O)=[O:21])[NH:15][C:14]3=[O:23])[CH:10]=[N:9]2)=[C:5]([CH3:24])[O:4][N:3]=1.[CH3:25][O:26][C:27]1[CH:28]=[C:29]([CH2:33][NH2:34])[CH:30]=[CH:31][CH:32]=1. No catalyst specified. The product is [CH3:1][C:2]1[C:6]([CH2:7][N:8]2[CH:12]=[C:11]([N:13]3[C:17](=[O:18])[CH:16]([CH2:19][C:20]([NH:34][CH2:33][C:29]4[CH:30]=[CH:31][CH:32]=[C:27]([O:26][CH3:25])[CH:28]=4)=[O:21])[NH:15][C:14]3=[O:23])[CH:10]=[N:9]2)=[C:5]([CH3:24])[O:4][N:3]=1. The yield is 0.500. (6) The reactants are [C:1]([O:5][C:6](=[O:15])[CH2:7]/[N:8]=[CH:9]/[CH2:10][C:11]([CH3:14])([CH3:13])[CH3:12])([CH3:4])([CH3:3])[CH3:2].[Br:16][C:17]1[CH:22]=[CH:21][C:20](/[C:23](=[CH:26]/[C:27]2[CH:32]=[CH:31][CH:30]=[C:29]([Cl:33])[C:28]=2[F:34])/[C:24]#[N:25])=[CH:19][CH:18]=1.C(N(CC)CC)C. The catalyst is ClCCl. The product is [C:1]([O:5][C:6]([CH:7]1[CH:26]([C:27]2[CH:32]=[CH:31][CH:30]=[C:29]([Cl:33])[C:28]=2[F:34])[C:23]([C:20]2[CH:19]=[CH:18][C:17]([Br:16])=[CH:22][CH:21]=2)([C:24]#[N:25])[CH:9]([CH2:10][C:11]([CH3:14])([CH3:13])[CH3:12])[NH:8]1)=[O:15])([CH3:4])([CH3:3])[CH3:2]. The yield is 0.560.